Predict the reactants needed to synthesize the given product. From a dataset of Full USPTO retrosynthesis dataset with 1.9M reactions from patents (1976-2016). (1) Given the product [CH:5]([C:4]1[CH:3]=[C:2]([CH:9]=[CH:8][CH:7]=1)[O:1][CH2:26][C:24]([O:23][CH2:22][CH3:21])=[O:25])=[O:6], predict the reactants needed to synthesize it. The reactants are: [OH:1][C:2]1[CH:3]=[C:4]([CH:7]=[CH:8][CH:9]=1)[CH:5]=[O:6].CN(C=O)C.C([O-])([O-])=O.[K+].[K+].[CH3:21][CH2:22][O:23][C:24]([CH3:26])=[O:25]. (2) The reactants are: [NH2:1][C:2]1[N:7]=[C:6]([C:8]2[CH:13]=[CH:12][N:11]=[C:10]3[NH:14][C:15]([CH:17]4[CH2:22][CH2:21][N:20](C(OC(C)(C)C)=O)[CH2:19][CH2:18]4)=[CH:16][C:9]=23)[CH:5]=[N:4][CH:3]=1.[CH:30](=O)[C:31]1[CH:36]=[CH:35][CH:34]=[N:33][CH:32]=1.C(O[BH-](OC(=O)C)OC(=O)C)(=O)C.[Na+].[F:52][C:53]([F:58])([F:57])[C:54]([OH:56])=[O:55]. Given the product [NH:20]1[CH2:19][CH2:18][CH:17]([C:15]2[NH:14][C:10]3=[N:11][CH:12]=[CH:13][C:8]([C:6]4[N:7]=[C:2]([NH:1][CH2:30][C:31]5[CH:32]=[N:33][CH:34]=[CH:35][CH:36]=5)[CH:3]=[N:4][CH:5]=4)=[C:9]3[CH:16]=2)[CH2:22][CH2:21]1.[F:52][C:53]([F:58])([F:57])[C:54]([O-:56])=[O:55], predict the reactants needed to synthesize it.